Predict the reaction yield, written as a fraction of the theoretical maximum amount of product (1.0 means a 100% yield; for example, 0.34 means a 34% yield). From a dataset of Reaction yield outcomes from USPTO patents with 853,638 reactions. (1) The reactants are CC1C=CC(S(OCC2CC3C=CC=C(C4C=CC(F)=CC=4)C=3O2)(=O)=O)=CC=1.[N-]=[N+]=[N-].[Na+].[N:33]([CH2:36][CH:37]1[CH2:41][C:40]2[CH:42]=[CH:43][CH:44]=[C:45]([C:46]3[CH:51]=[CH:50][C:49]([F:52])=[CH:48][CH:47]=3)[C:39]=2[O:38]1)=[N+]=[N-].[N-]=[N+]=[N-]. The catalyst is [Pd]. The product is [F:52][C:49]1[CH:48]=[CH:47][C:46]([C:45]2[C:39]3[O:38][CH:37]([CH2:36][NH2:33])[CH2:41][C:40]=3[CH:42]=[CH:43][CH:44]=2)=[CH:51][CH:50]=1. The yield is 0.640. (2) The reactants are F.F.F.C(N(CC)CC)C.C(N(CC)CC)C.[Si]([O:35][CH2:36][C@H:37]1[O:41][C@@H:40]([N:42]2[CH:49]=[C:48]([CH3:50])[C:46](=[O:47])[NH:45][C:43]2=[O:44])[C@H:39]([O:51][CH2:52][CH2:53][O:54][N:55]([CH3:57])[CH3:56])[C@@H:38]1[OH:58])(C(C)(C)C)(C1C=CC=CC=1)C1C=CC=CC=1.CO. The catalyst is C1COCC1.C(Cl)Cl. The product is [CH3:56][N:55]([CH3:57])[O:54][CH2:53][CH2:52][O:51][C@@H:39]1[C@H:38]([OH:58])[C@@H:37]([CH2:36][OH:35])[O:41][C@H:40]1[N:42]1[CH:49]=[C:48]([CH3:50])[C:46](=[O:47])[NH:45][C:43]1=[O:44]. The yield is 0.925. (3) The reactants are [OH:1][C:2]1[CH:9]=[C:8]([OH:10])[C:7]([OH:11])=[CH:6][C:3]=1[CH:4]=O.[C:12]([NH:15][CH2:16][C:17]([OH:19])=O)(=[O:14])[CH3:13].[CH3:20][C:21]([O-:23])=O.[Na+].O.[CH3:26][C:27](OC(C)=O)=[O:28]. No catalyst specified. The product is [C:12]([NH:15][C:16]1[C:17](=[O:19])[O:1][C:2]2[C:3]([CH:4]=1)=[CH:6][C:7]([O:11][C:27](=[O:28])[CH3:26])=[C:8]([O:10][C:21](=[O:23])[CH3:20])[CH:9]=2)(=[O:14])[CH3:13]. The yield is 0.380.